Dataset: Forward reaction prediction with 1.9M reactions from USPTO patents (1976-2016). Task: Predict the product of the given reaction. Given the reactants Br[C:2]1[C:3]([N:22]2[CH2:26][CH2:25][C@H:24]([CH2:27][NH:28]C(=O)OC(C)(C)C)[CH2:23]2)=[N:4][CH:5]=[C:6]([C:8](=[O:21])[NH:9][C:10]2[CH:15]=[CH:14][C:13]([O:16][C:17]([F:20])([F:19])[F:18])=[CH:12][CH:11]=2)[CH:7]=1.[CH3:36][C:37]1[N:42]=[CH:41][C:40](B(O)O)=[CH:39][CH:38]=1, predict the reaction product. The product is: [NH2:28][CH2:27][C@H:24]1[CH2:25][CH2:26][N:22]([C:3]2[C:2]([C:40]3[CH:41]=[N:42][C:37]([CH3:36])=[CH:38][CH:39]=3)=[CH:7][C:6]([C:8]([NH:9][C:10]3[CH:15]=[CH:14][C:13]([O:16][C:17]([F:19])([F:20])[F:18])=[CH:12][CH:11]=3)=[O:21])=[CH:5][N:4]=2)[CH2:23]1.